The task is: Predict the reaction yield, written as a fraction of the theoretical maximum amount of product (1.0 means a 100% yield; for example, 0.34 means a 34% yield).. This data is from Reaction yield outcomes from USPTO patents with 853,638 reactions. (1) The reactants are [CH:1]([N:4]1[C:8]([C:9]2[N:18]=[C:17]3[N:11]([CH2:12][CH2:13][O:14][C:15]4[CH:22]=[CH:21][C:20]([S:23][CH:24]5[CH2:29][CH2:28][N:27]([C:30]([CH3:35])([CH3:34])[C:31]([OH:33])=O)[CH2:26][CH2:25]5)=[CH:19][C:16]=43)[CH:10]=2)=[N:7][CH:6]=[N:5]1)([CH3:3])[CH3:2].CC[N:38](C(C)C)C(C)C.C1C=CC2N(O)N=NC=2C=1.N.CCN=C=NCCCN(C)C. The catalyst is CN(C=O)C. The product is [CH:1]([N:4]1[C:8]([C:9]2[N:18]=[C:17]3[N:11]([CH2:12][CH2:13][O:14][C:15]4[CH:22]=[CH:21][C:20]([S:23][CH:24]5[CH2:29][CH2:28][N:27]([C:30]([CH3:34])([CH3:35])[C:31]([NH2:38])=[O:33])[CH2:26][CH2:25]5)=[CH:19][C:16]=43)[CH:10]=2)=[N:7][CH:6]=[N:5]1)([CH3:2])[CH3:3]. The yield is 0.770. (2) The reactants are [C:1]([C:9]([OH:11])=[O:10])(=[O:8])[C:2]1[CH:7]=[CH:6][CH:5]=[CH:4][CH:3]=1.C(Cl)(=O)C(Cl)=O.[N:18]12[CH2:25][CH2:24][CH:21]([CH2:22][CH2:23]1)[C@@H:20](O)[CH2:19]2. The catalyst is C(Cl)(Cl)Cl. The product is [O:8]=[C:1]([C:2]1[CH:7]=[CH:6][CH:5]=[CH:4][CH:3]=1)[C:9]([O:11][C@@H:20]1[CH:21]2[CH2:24][CH2:25][N:18]([CH2:23][CH2:22]2)[CH2:19]1)=[O:10]. The yield is 0.890. (3) The reactants are C(Cl)(=O)C(Cl)=O.CS(C)=O.[CH:11]1([CH:16]([N:20]2[CH:24]=[C:23]([C:25]3[C:26]4[CH:33]=[CH:32][N:31]([CH2:34][O:35][CH2:36][CH2:37][Si:38]([CH3:41])([CH3:40])[CH3:39])[C:27]=4[N:28]=[CH:29][N:30]=3)[CH:22]=[N:21]2)[CH2:17][CH2:18][OH:19])[CH2:15][CH2:14][CH2:13][CH2:12]1.O. The catalyst is C(Cl)Cl. The product is [CH:11]1([CH:16]([N:20]2[CH:24]=[C:23]([C:25]3[C:26]4[CH:33]=[CH:32][N:31]([CH2:34][O:35][CH2:36][CH2:37][Si:38]([CH3:39])([CH3:41])[CH3:40])[C:27]=4[N:28]=[CH:29][N:30]=3)[CH:22]=[N:21]2)[CH2:17][CH:18]=[O:19])[CH2:15][CH2:14][CH2:13][CH2:12]1. The yield is 0.820. (4) The reactants are FC1C=CC(C(=O)CBr)=CC=1.[C:12]([CH:14]([CH2:20][C:21]([C:23]1[CH:28]=[CH:27][C:26]([F:29])=[CH:25][CH:24]=1)=O)[C:15]([O:17][CH2:18][CH3:19])=[O:16])#[N:13].FC1C=CC(C2NC=C(C(OCC)=O)C=2)=CC=1.[H-].[Na+].[F:49][C:50]([F:62])([F:61])[C:51]1[CH:56]=[CH:55][C:54]([S:57](Cl)(=[O:59])=[O:58])=[CH:53][CH:52]=1. The catalyst is CN(C)C=O.O. The product is [F:29][C:26]1[CH:27]=[CH:28][C:23]([C:21]2[N:13]([S:57]([C:54]3[CH:53]=[CH:52][C:51]([C:50]([F:49])([F:61])[F:62])=[CH:56][CH:55]=3)(=[O:59])=[O:58])[CH:12]=[C:14]([C:15]([O:17][CH2:18][CH3:19])=[O:16])[CH:20]=2)=[CH:24][CH:25]=1. The yield is 0.640. (5) The reactants are [NH2:1][C:2]1[CH:15]=[CH:14][C:5]([O:6][C:7]2[CH:12]=[CH:11][N:10]=[C:9]([NH2:13])[CH:8]=2)=[CH:4][C:3]=1[F:16].C(N(CC)CC)C.Cl[C:25](OC1C=CC=CC=1)=[O:26].[NH:34]1[CH2:39][CH2:38][O:37][CH2:36][CH2:35]1. The catalyst is O1CCCC1.CN(C)C=O. The product is [NH2:1][C:2]1[CH:15]=[CH:14][C:5]([O:6][C:7]2[CH:12]=[CH:11][N:10]=[C:9]([NH:13][C:25]([N:34]3[CH2:39][CH2:38][O:37][CH2:36][CH2:35]3)=[O:26])[CH:8]=2)=[CH:4][C:3]=1[F:16]. The yield is 0.0630. (6) The reactants are Br[C:2]1[C:3]([CH3:9])=[N:4][C:5]([F:8])=[CH:6][CH:7]=1.C(=O)([O-])[O-].[Cs+].[Cs+].[Cl:16][C:17]1[CH:23]=[CH:22][C:21]([O:24][CH3:25])=[CH:20][C:18]=1[NH2:19]. The catalyst is C([O-])(=O)C.[Pd+2].C([O-])(=O)C.C1(P(C2CCCCC2)C2C=CC=CC=2C2C(CCC)=CC(CCC)=CC=2CCC)CCCCC1. The product is [Cl:16][C:17]1[CH:23]=[CH:22][C:21]([O:24][CH3:25])=[CH:20][C:18]=1[NH:19][C:2]1[C:3]([CH3:9])=[N:4][C:5]([F:8])=[CH:6][CH:7]=1. The yield is 0.760. (7) The reactants are [S:1]1[C:5]2[CH:6]=[CH:7][CH:8]=[CH:9][C:4]=2[N:3]=[C:2]1[C:10](=O)[C:11]([O:13]CC)=O.[C:17]1([NH2:24])[CH:22]=[CH:21][CH:20]=[CH:19][C:18]=1[NH2:23]. The catalyst is CCO. The product is [S:1]1[C:5]2[CH:6]=[CH:7][CH:8]=[CH:9][C:4]=2[N:3]=[C:2]1[C:10]1[C:11]([OH:13])=[N:23][C:18]2[C:17]([N:24]=1)=[CH:22][CH:21]=[CH:20][CH:19]=2. The yield is 0.400. (8) The reactants are [CH2:1]([NH:3][C:4]1[CH:8]=[C:7]([C:9]2[CH:14]=[CH:13][N:12]=[CH:11][CH:10]=2)[S:6][C:5]=1[C:15]([NH2:17])=[O:16])[CH3:2].[CH3:18][CH2:19][C:20](=O)[CH2:21][CH3:22].O.C1(C)C=CC(S(O)(=O)=O)=CC=1.C(=O)([O-])O.[Na+]. The catalyst is C(O)(=O)C. The product is [CH2:1]([N:3]1[C:4]2[CH:8]=[C:7]([C:9]3[CH:14]=[CH:13][N:12]=[CH:11][CH:10]=3)[S:6][C:5]=2[C:15](=[O:16])[NH:17][C:20]1([CH2:21][CH3:22])[CH2:19][CH3:18])[CH3:2]. The yield is 0.120. (9) The reactants are Br[C:2]1[CH:3]=[N:4][CH:5]=[C:6]2[C:11]=1[N:10]=[C:9]([C:12]([NH2:14])=[O:13])[CH:8]=[CH:7]2.[CH3:15][N:16]1[C:20](B2OC(C)(C)C(C)(C)O2)=[CH:19][CH:18]=[N:17]1.C(=O)([O-])[O-].[Cs+].[Cs+]. The catalyst is O1CCOCC1.O.C1(P([C-]2C=CC=C2)C2C=CC=CC=2)C=CC=CC=1.[C-]1(P(C2C=CC=CC=2)C2C=CC=CC=2)C=CC=C1.[Fe+2].[Pd](Cl)Cl. The product is [CH3:15][N:16]1[C:20]([C:2]2[CH:3]=[N:4][CH:5]=[C:6]3[C:11]=2[N:10]=[C:9]([C:12]([NH2:14])=[O:13])[CH:8]=[CH:7]3)=[CH:19][CH:18]=[N:17]1. The yield is 0.670. (10) The reactants are [CH3:1][N:2]([CH3:50])[CH2:3][C:4]([N:6]1[C:15]2[C:10](=[CH:11][C:12]([O:48][CH3:49])=[C:13]([NH:16][C:17]3[N:18]=[C:19]([NH:36][C:37]4[CH:46]=[CH:45][CH:44]=[C:43]([F:47])[C:38]=4[C:39]([NH:41][CH3:42])=[O:40])[C:20]4[CH:25]=[CH:24][N:23](S(C5C=CC(C)=CC=5)(=O)=O)[C:21]=4[N:22]=3)[CH:14]=2)[CH2:9][CH2:8][CH2:7]1)=[O:5].[OH-].[K+]. The catalyst is O1CCOCC1.C(OCC)(=O)C. The product is [CH3:50][N:2]([CH3:1])[CH2:3][C:4]([N:6]1[C:15]2[C:10](=[CH:11][C:12]([O:48][CH3:49])=[C:13]([NH:16][C:17]3[NH:22][C:21]4=[N:23][CH:24]=[CH:25][C:20]4=[C:19]([NH:36][C:37]4[CH:46]=[CH:45][CH:44]=[C:43]([F:47])[C:38]=4[C:39]([NH:41][CH3:42])=[O:40])[N:18]=3)[CH:14]=2)[CH2:9][CH2:8][CH2:7]1)=[O:5]. The yield is 0.720.